From a dataset of Peptide-MHC class II binding affinity with 134,281 pairs from IEDB. Regression. Given a peptide amino acid sequence and an MHC pseudo amino acid sequence, predict their binding affinity value. This is MHC class II binding data. (1) The peptide sequence is CKKYKIWMHVDAAWGGGLL. The MHC is DRB1_0701 with pseudo-sequence DRB1_0701. The binding affinity (normalized) is 0. (2) The peptide sequence is SLKNTISKDNNMLVSQAL. The MHC is DRB1_0101 with pseudo-sequence DRB1_0101. The binding affinity (normalized) is 0. (3) The peptide sequence is LAIMAVFKMSPGYVL. The MHC is DRB1_1302 with pseudo-sequence DRB1_1302. The binding affinity (normalized) is 0.886.